From a dataset of Full USPTO retrosynthesis dataset with 1.9M reactions from patents (1976-2016). Predict the reactants needed to synthesize the given product. (1) Given the product [CH3:1][O:2][C:3]1[C:4]([O:11][CH3:12])=[C:5]([O:9][CH3:10])[CH:6]=[CH:7][C:8]=1/[CH:15]=[CH:16]/[C:17]([O:19][CH3:20])=[O:18], predict the reactants needed to synthesize it. The reactants are: [CH3:1][O:2][C:3]1[CH:8]=[CH:7][CH:6]=[C:5]([O:9][CH3:10])[C:4]=1[O:11][CH3:12].CO/[CH:15]=[CH:16]/[C:17]([O:19][CH3:20])=[O:18].C(O)(=O)C.Cl. (2) Given the product [CH3:1][C:2]1[CH:3]=[C:4]([CH:7]=[C:8]([B:10]2[O:14][C:13]([CH3:16])([CH3:15])[C:12]([CH3:18])([CH3:17])[O:11]2)[CH:9]=1)[C:5]#[N:6], predict the reactants needed to synthesize it. The reactants are: [CH3:1][C:2]1[CH:3]=[C:4]([CH:7]=[CH:8][CH:9]=1)[C:5]#[N:6].[B:10]1([B:10]2[O:14][C:13]([CH3:16])([CH3:15])[C:12]([CH3:18])([CH3:17])[O:11]2)[O:14][C:13]([CH3:16])([CH3:15])[C:12]([CH3:18])([CH3:17])[O:11]1. (3) Given the product [OH:24][CH2:23][C:22]1[CH:18]=[C:13]([CH:14]=[C:15]([CH2:1][OH:4])[CH:16]=1)[O:12][CH2:10][CH2:11][O:12][C:13]1[CH:18]=[CH:17][C:16]([C:19](=[O:21])[CH3:20])=[CH:15][CH:14]=1, predict the reactants needed to synthesize it. The reactants are: [C:1](=[O:4])([O-])[O-].[Na+].[Na+].[I-].[Na+].Br[CH2:10][CH2:11][O:12][C:13]1[CH:18]=[CH:17][C:16]([C:19](=[O:21])[CH3:20])=[CH:15][CH:14]=1.[CH3:22][C:23](N(C)C)=[O:24]. (4) Given the product [Br:1][C:2]1[CH:7]=[CH:6][C:5]([O:8][CH3:9])=[CH:4][C:3]=1[O:10][CH2:26][CH2:25][O:24][CH2:17][C:18]1[CH:23]=[CH:22][CH:21]=[CH:20][CH:19]=1, predict the reactants needed to synthesize it. The reactants are: [Br:1][C:2]1[CH:7]=[CH:6][C:5]([O:8][CH3:9])=[CH:4][C:3]=1[OH:10].C(=O)([O-])[O-].[K+].[K+].[CH2:17]([O:24][CH2:25][CH2:26]Br)[C:18]1[CH:23]=[CH:22][CH:21]=[CH:20][CH:19]=1. (5) Given the product [Cl:1][C:2]1[CH:3]=[CH:4][C:5]([C:31]#[N:32])=[C:6]([C:8]2[C:13]([O:14][CH3:15])=[CH:12][N:11]([CH:16]([CH2:24][C:25]3[O:29][CH:28]=[N:27][CH:26]=3)[C:17]([OH:19])=[O:18])[C:10](=[O:30])[CH:9]=2)[CH:7]=1, predict the reactants needed to synthesize it. The reactants are: [Cl:1][C:2]1[CH:3]=[CH:4][C:5]([C:31]#[N:32])=[C:6]([C:8]2[C:13]([O:14][CH3:15])=[CH:12][N:11]([CH:16]([CH2:24][C:25]3[O:29][CH:28]=[N:27][CH:26]=3)[C:17]([O:19]C(C)(C)C)=[O:18])[C:10](=[O:30])[CH:9]=2)[CH:7]=1.C(O)(C(F)(F)F)=O. (6) Given the product [CH3:11][N:12]1[C:2]2[CH:7]=[CH:6][CH:5]=[CH:4][C:3]=2[N:8]=[C:13]1[CH3:14], predict the reactants needed to synthesize it. The reactants are: I[C:2]1[CH:7]=[CH:6][CH:5]=[CH:4][C:3]=1[N+:8]([O-])=O.[CH3:11][NH:12][C:13](=O)[CH3:14].